This data is from Reaction yield outcomes from USPTO patents with 853,638 reactions. The task is: Predict the reaction yield, written as a fraction of the theoretical maximum amount of product (1.0 means a 100% yield; for example, 0.34 means a 34% yield). (1) The product is [F:1][C:2]1[CH:21]=[CH:20][C:5]([CH2:6][C:7]2[N:8]=[C:9]([OH:18])[C:10]([N+:15]([O-:17])=[O:16])=[C:11]([OH:13])[N:12]=2)=[CH:4][CH:3]=1. The yield is 0.620. The reactants are [F:1][C:2]1[CH:21]=[CH:20][C:5]([CH2:6][C:7]2[N:12]=[C:11]([O:13]C)[C:10]([N+:15]([O-:17])=[O:16])=[C:9]([O:18]C)[N:8]=2)=[CH:4][CH:3]=1.Cl.N1C=CC=CC=1. The catalyst is O. (2) The reactants are [NH2:1][C:2]1[CH2:6][CH2:5][C@@H:4]([CH3:7])[C:3]=1[C:8]([O:10]CC)=O.C([O-])=O.[NH4+].[CH:17]([NH2:19])=O. No catalyst specified. The product is [CH3:7][C@H:4]1[C:3]2[C:8]([OH:10])=[N:19][CH:17]=[N:1][C:2]=2[CH2:6][CH2:5]1. The yield is 0.650. (3) The reactants are [CH3:1][C:2]1[C:6]([CH2:7][N:8]2[CH:12]=[C:11]([N:13]3[C:17](=[O:18])[CH2:16][NH:15][C:14]3=[O:19])[CH:10]=[N:9]2)=[C:5]([CH3:20])[O:4][N:3]=1.Br[CH2:22][C:23]1[CH:27]=[CH:26][N:25]([CH3:28])[N:24]=1. No catalyst specified. The product is [CH3:1][C:2]1[C:6]([CH2:7][N:8]2[CH:12]=[C:11]([N:13]3[C:17](=[O:18])[CH2:16][N:15]([CH2:22][C:23]4[CH:27]=[CH:26][N:25]([CH3:28])[N:24]=4)[C:14]3=[O:19])[CH:10]=[N:9]2)=[C:5]([CH3:20])[O:4][N:3]=1. The yield is 0.190. (4) The reactants are [OH:1]OS([O-])=O.[K+].[Br:7][C:8]1[CH:13]=[C:12]([CH2:14][S:15][CH3:16])[C:11]([F:17])=[CH:10][C:9]=1[O:18][CH3:19].[OH2:20]. The catalyst is CO. The product is [Br:7][C:8]1[CH:13]=[C:12]([CH2:14][S:15]([CH3:16])(=[O:1])=[O:20])[C:11]([F:17])=[CH:10][C:9]=1[O:18][CH3:19]. The yield is 0.930.